This data is from Full USPTO retrosynthesis dataset with 1.9M reactions from patents (1976-2016). The task is: Predict the reactants needed to synthesize the given product. (1) The reactants are: [C:1]([O:8][CH2:9][C:10]1([CH3:25])[CH2:14][N:13]([C:15]2[CH:20]=[CH:19][CH:18]=[CH:17][CH:16]=2)[N:12]([C:21](Cl)=[O:22])[C:11]1=[O:24])(=[O:7])[CH2:2][CH2:3][CH2:4][CH2:5][CH3:6].[CH3:26][NH:27][C:28]1[CH:70]=[CH:69][CH:68]=[CH:67][C:29]=1[C:30]([O:32][C:33]1[C:42]2[C:37](=[CH:38][CH:39]=[CH:40][CH:41]=2)[C:36]([OH:43])=[C:35]([C:44](=[O:66])[NH:45][C:46]2[CH:51]=[C:50]([CH3:52])[CH:49]=[CH:48][C:47]=2[O:53][CH2:54][CH2:55][CH2:56][CH2:57][CH2:58][CH2:59][CH2:60][CH2:61][CH2:62][CH2:63][CH2:64][CH3:65])[CH:34]=1)=[O:31].CN(C)C1C=CC=CC=1.[O:80]1CCCC1. Given the product [C:1]([O:8][CH2:9][C:10]1([CH3:25])[C:11](=[O:24])[N:12]([C:21]([N:27]([CH3:26])[C:28]2[CH:70]=[CH:69][CH:68]=[CH:67][C:29]=2[C:30]([O:32][C:33]2[C:42]3[C:37](=[CH:38][CH:39]=[CH:40][CH:41]=3)[C:36]([OH:43])=[C:35]([C:44](=[O:66])[NH:45][C:46]3[CH:51]=[C:50]([CH3:52])[CH:49]=[CH:48][C:47]=3[O:53][CH2:54][CH2:55][CH2:56][CH2:57][CH2:58][CH2:59][CH2:60][CH2:61][CH2:62][CH2:63][CH2:64][CH3:65])[CH:34]=2)=[O:31])=[O:22])[N:13]([C:15]2[CH:20]=[CH:19][CH:18]=[CH:17][CH:16]=2)[C:14]1=[O:80])(=[O:7])[CH2:2][CH2:3][CH2:4][CH2:5][CH3:6], predict the reactants needed to synthesize it. (2) Given the product [C:1]([O:5][C:6]([N:8]1[C:16]2[CH:15]=[C:14]([NH:20][C:21]3[CH:26]=[CH:25][CH:24]=[CH:23][CH:22]=3)[N:13]=[CH:12][C:11]=2[C:10]([CH3:19])([CH3:18])[CH2:9]1)=[O:7])([CH3:4])([CH3:3])[CH3:2], predict the reactants needed to synthesize it. The reactants are: [C:1]([O:5][C:6]([N:8]1[C:16]2[CH:15]=[C:14](Cl)[N:13]=[CH:12][C:11]=2[C:10]([CH3:19])([CH3:18])[CH2:9]1)=[O:7])([CH3:4])([CH3:3])[CH3:2].[NH2:20][C:21]1[CH:26]=[CH:25][CH:24]=[CH:23][CH:22]=1.CC(C1C=C(C(C)C)C(C2C(P(C3CCCCC3)C3CCCCC3)=C(OC)C=CC=2OC)=C(C(C)C)C=1)C.CC([O-])(C)C.[Na+]. (3) The reactants are: C([N:8]1[CH2:13][CH2:12][O:11][C@H:10]([CH2:14][C:15]2[CH:20]=[CH:19][CH:18]=[C:17](Br)[CH:16]=2)[CH2:9]1)(OC(C)(C)C)=O.C([N:29]1CCO[C@H:31]([CH2:35][C:36]2C=CC=[C:38]([CH2:42]O)[CH:37]=2)[CH2:30]1)(OC(C)(C)C)=O.C(C1C=CC=CN=1)=C.C(O)(C(F)(F)F)=O. Given the product [N:29]1[CH:30]=[CH:31][CH:35]=[CH:36][C:37]=1[CH2:38][CH2:42][C:17]1[CH:16]=[C:15]([CH:20]=[CH:19][CH:18]=1)[CH2:14][C@H:10]1[O:11][CH2:12][CH2:13][NH:8][CH2:9]1, predict the reactants needed to synthesize it. (4) Given the product [C:1]([C:4]1[C:22](=[O:23])[C@@:8]2([CH3:24])[C:9]3[C:15]([OH:16])=[CH:14][C:13]([O:17][CH3:18])=[C:12]([C:19]([NH:21][CH2:30][C:29]4[C:32]([CH3:38])=[C:33]([CH3:37])[CH:34]=[C:35]([CH3:36])[C:28]=4[CH2:26][CH3:27])=[O:20])[C:10]=3[O:11][C:7]2=[CH:6][C:5]=1[OH:25])(=[O:3])[CH3:2], predict the reactants needed to synthesize it. The reactants are: [C:1]([C:4]1[C:22](=[O:23])[C@@:8]2([CH3:24])[C:9]3[C:15]([OH:16])=[CH:14][C:13]([O:17][CH3:18])=[C:12]([C:19]([NH2:21])=[O:20])[C:10]=3[O:11][C:7]2=[CH:6][C:5]=1[OH:25])(=[O:3])[CH3:2].[CH2:26]([C:28]1[C:35]([CH3:36])=[CH:34][C:33]([CH3:37])=[C:32]([CH3:38])[C:29]=1[CH:30]=O)[CH3:27].C([SiH](CC)CC)C.FC(F)(F)C(O)=O. (5) Given the product [C:45]([O:49][C:50]([N:52]1[CH2:57][CH2:56][C@@H:55]([NH:58][C:9]([C:3]2[NH:4][C:5]([CH3:8])=[C:6]([Cl:7])[C:2]=2[Cl:1])=[O:11])[C@@H:54]([N:59]=[N+:60]=[N-:61])[CH2:53]1)=[O:51])([CH3:48])([CH3:46])[CH3:47], predict the reactants needed to synthesize it. The reactants are: [Cl:1][C:2]1[C:6]([Cl:7])=[C:5]([CH3:8])[NH:4][C:3]=1[C:9]([OH:11])=O.CN(C(ON1N=NC2C=CC=NC1=2)=[N+](C)C)C.F[P-](F)(F)(F)(F)F.CCN(C(C)C)C(C)C.[C:45]([O:49][C:50]([N:52]1[CH2:57][CH2:56][C@@H:55]([NH2:58])[C@@H:54]([N:59]=[N+:60]=[N-:61])[CH2:53]1)=[O:51])([CH3:48])([CH3:47])[CH3:46].C1C=C2C(C(O)(O)C(=O)C2=CC=1)=O. (6) The reactants are: Cl.[F:2][C:3]([F:21])([F:20])[O:4][C:5]1[CH:6]=[C:7]([CH:11]2[CH2:14][C:13]3([CH2:19][CH2:18][NH:17][CH2:16][CH2:15]3)[CH2:12]2)[CH:8]=[CH:9][CH:10]=1.C1([O:28][C:29](=O)[NH:30][C:31]2[O:32][C:33]([CH3:36])=[N:34][N:35]=2)C=CC=CC=1. Given the product [CH3:36][C:33]1[O:32][C:31]([NH:30][C:29]([N:17]2[CH2:16][CH2:15][C:13]3([CH2:14][CH:11]([C:7]4[CH:8]=[CH:9][CH:10]=[C:5]([O:4][C:3]([F:2])([F:20])[F:21])[CH:6]=4)[CH2:12]3)[CH2:19][CH2:18]2)=[O:28])=[N:35][N:34]=1, predict the reactants needed to synthesize it. (7) Given the product [CH3:24][CH2:25][CH2:26][CH2:27][CH2:28][CH2:29][CH2:30][CH2:31][CH:32]=[CH:33][CH2:34][CH2:35][CH2:36][CH2:37][CH2:38][CH2:39][CH2:40][CH3:41], predict the reactants needed to synthesize it. The reactants are: C=CCCCCCCCC.COC(=O)CCCCCCCC=C.[C:24](OC)(=O)[CH2:25][CH2:26][CH2:27][CH2:28][CH2:29][CH2:30][CH2:31]/[CH:32]=[CH:33]\[CH2:34][CH2:35][CH2:36][CH2:37][CH2:38][CH2:39][CH2:40][CH3:41].